From a dataset of Forward reaction prediction with 1.9M reactions from USPTO patents (1976-2016). Predict the product of the given reaction. (1) Given the reactants [Cl:1][C:2]1[CH:18]=[CH:17][C:5]([O:6][C:7]2[CH:14]=[CH:13][C:12]([CH2:15][OH:16])=[CH:11][C:8]=2[C:9]#[N:10])=[CH:4][C:3]=1[F:19].Cl[C:21]1[CH:38]=[C:25]2[N:26](C(OC(C)(C)C)=O)[CH:27]([CH3:30])[CH2:28][CH2:29][N:24]2[C:23](=[O:39])[N:22]=1, predict the reaction product. The product is: [Cl:1][C:2]1[CH:18]=[CH:17][C:5]([O:6][C:7]2[CH:14]=[CH:13][C:12]([CH2:15][O:16][C:21]3[CH:38]=[C:25]4[NH:26][CH:27]([CH3:30])[CH2:28][CH2:29][N:24]4[C:23](=[O:39])[N:22]=3)=[CH:11][C:8]=2[C:9]#[N:10])=[CH:4][C:3]=1[F:19]. (2) Given the reactants [NH2:1][NH:2][C:3]([C:5]1[C:10]([Br:11])=[CH:9][CH:8]=[CH:7][N:6]=1)=[NH:4].[F:12][C:13]1[CH:18]=[C:17]([CH:19]=O)[CH:16]=[CH:15][C:14]=1[C:21]1[CH:26]=[CH:25][CH:24]=[CH:23][CH:22]=1, predict the reaction product. The product is: [Br:11][C:10]1[C:5]([C:3]2[N:4]=[C:19]([C:17]3[CH:16]=[CH:15][C:14]([C:21]4[CH:26]=[CH:25][CH:24]=[CH:23][CH:22]=4)=[C:13]([F:12])[CH:18]=3)[NH:1][N:2]=2)=[N:6][CH:7]=[CH:8][CH:9]=1. (3) Given the reactants [C:1]([CH:3]([C:13]1[N:14]([CH2:27][CH3:28])[C:15](=[O:26])[N:16](COC)[C:17](=[O:22])[C:18]=1[CH:19]([CH3:21])[CH3:20])[C:4]1[CH:5]=[C:6]([CH:9]=[C:10]([CH3:12])[CH:11]=1)[C:7]#[N:8])#[N:2].CSSC, predict the reaction product. The product is: [C:1]([CH:3]([C:13]1[N:14]([CH2:27][CH3:28])[C:15](=[O:26])[NH:16][C:17](=[O:22])[C:18]=1[CH:19]([CH3:21])[CH3:20])[C:4]1[CH:5]=[C:6]([CH:9]=[C:10]([CH3:12])[CH:11]=1)[C:7]#[N:8])#[N:2]. (4) Given the reactants [Cl:1][C:2]1[S:6][C:5]([C:7]([NH:9][CH2:10][CH2:11][C:12]([OH:14])=O)=[O:8])=[CH:4][CH:3]=1.[F:15][CH:16]([F:32])[CH2:17][NH:18][C:19]1[CH:24]=[CH:23][C:22]([N:25]2[CH2:30][CH2:29][O:28][CH2:27][C:26]2=[O:31])=[CH:21][CH:20]=1.ClP(Cl)(C1C=CC=CC=1)(C1C=CC=CC=1)C1C=CC=CC=1, predict the reaction product. The product is: [F:32][CH:16]([F:15])[CH2:17][N:18]([C:19]1[CH:24]=[CH:23][C:22]([N:25]2[CH2:30][CH2:29][O:28][CH2:27][C:26]2=[O:31])=[CH:21][CH:20]=1)[C:12]([CH2:11][CH2:10][NH:9][C:7]([C:5]1[S:6][C:2]([Cl:1])=[CH:3][CH:4]=1)=[O:8])=[O:14]. (5) Given the reactants [CH2:1]([C:3]1[CH:9]=[CH:8][CH:7]=[CH:6][C:4]=1[NH2:5])[CH3:2].O[CH2:11][CH:12]([CH2:14]O)O.[OH-].[Na+], predict the reaction product. The product is: [CH2:1]([C:3]1[CH:9]=[CH:8][CH:7]=[C:6]2[C:4]=1[N:5]=[CH:14][CH:12]=[CH:11]2)[CH3:2]. (6) The product is: [CH2:35]([O:42][CH2:43][CH2:44][CH2:45][O:24][C:23]([C:12]1[CH:13]=[C:14]2[C:22](=[C:10]([C:8]3[CH:7]=[CH:6][C:5]4[O:1][CH2:2][O:3][C:4]=4[CH:9]=3)[C:11]=1[CH2:26][O:27][CH2:28][C:29]1[CH:30]=[CH:31][CH:32]=[CH:33][CH:34]=1)[C:18]1[O:19][CH2:20][O:21][C:17]=1[CH:16]=[CH:15]2)=[O:25])[C:36]1[CH:41]=[CH:40][CH:39]=[CH:38][CH:37]=1. Given the reactants [O:1]1[C:5]2[CH:6]=[CH:7][C:8]([C:10]3[C:11]([CH2:26][O:27][CH2:28][C:29]4[CH:34]=[CH:33][CH:32]=[CH:31][CH:30]=4)=[C:12]([C:23]([OH:25])=[O:24])[CH:13]=[C:14]4[C:22]=3[C:18]3[O:19][CH2:20][O:21][C:17]=3[CH:16]=[CH:15]4)=[CH:9][C:4]=2[O:3][CH2:2]1.[CH2:35]([O:42][CH2:43][CH2:44][CH2:45]O)[C:36]1[CH:41]=[CH:40][CH:39]=[CH:38][CH:37]=1.C1(N=C=NC2CCCCC2)CCCCC1, predict the reaction product. (7) Given the reactants [F:1][C:2]1[CH:7]=[C:6]([N+:8]([O-])=O)[CH:5]=[C:4]([F:11])[C:3]=1[N:12]1[CH2:17][CH:16]2[CH:14]([O:15]2)[CH2:13]1.[H][H], predict the reaction product. The product is: [F:1][C:2]1[CH:7]=[C:6]([NH2:8])[CH:5]=[C:4]([F:11])[C:3]=1[N:12]1[CH2:17][CH:16]2[CH:14]([O:15]2)[CH2:13]1.